Dataset: Reaction yield outcomes from USPTO patents with 853,638 reactions. Task: Predict the reaction yield, written as a fraction of the theoretical maximum amount of product (1.0 means a 100% yield; for example, 0.34 means a 34% yield). (1) The reactants are [CH2:1]([O:3][C:4]([C:6]1[NH:7][C:8]2[C:13]([CH:14]=1)=[CH:12][C:11]([O:15]C)=[C:10]([Br:17])[CH:9]=2)=[O:5])[CH3:2].B(Br)(Br)Br.C(=O)(O)[O-].[Na+]. The catalyst is ClCCl. The product is [CH2:1]([O:3][C:4]([C:6]1[NH:7][C:8]2[C:13]([CH:14]=1)=[CH:12][C:11]([OH:15])=[C:10]([Br:17])[CH:9]=2)=[O:5])[CH3:2]. The yield is 0.720. (2) The reactants are [C:1]([O:6][CH2:7][C:8]1[CH:13]=[CH:12][CH:11]=[CH:10][CH:9]=1)(=[O:5])[C:2]([CH3:4])=[CH2:3].C[N+]1([O-])CC[O:18]CC1.[OH2:22]. The catalyst is CC(C)=O.CC(O)(C)C.[Os](=O)(=O)(=O)=O. The product is [OH:22][C:2]([CH3:4])([CH2:3][OH:18])[C:1]([O:6][CH2:7][C:8]1[CH:9]=[CH:10][CH:11]=[CH:12][CH:13]=1)=[O:5]. The yield is 0.870. (3) The reactants are [Br:1][C:2]1[N:10]([CH2:11]C2C=CC(Cl)=CC=2)[C:9]2[C:8](=[O:19])[NH:7][C:6](=[O:20])[N:5]([CH3:21])[C:4]=2[N:3]=1.C(=O)([O-])[O-].[K+].[K+].[CH3:28][Si:29]([CH3:36])([CH3:35])[CH2:30][CH2:31][O:32]CCl. The catalyst is CN(C=O)C. The product is [Br:1][C:2]1[N:10]([CH2:11][O:32][CH2:31][CH2:30][Si:29]([CH3:36])([CH3:35])[CH3:28])[C:9]2[C:8](=[O:19])[NH:7][C:6](=[O:20])[N:5]([CH3:21])[C:4]=2[N:3]=1. The yield is 0.749. (4) The reactants are [F:1][C:2]1[CH:10]=[C:9]2[C:5]([C:6]([C:20]3[CH:21]=[CH:22][C:23]([N:26]4[CH2:31][CH2:30][CH:29]([NH2:32])[CH2:28][CH2:27]4)=[N:24][CH:25]=3)=[CH:7][N:8]2[S:11]([C:14]2[CH:19]=[CH:18][CH:17]=[CH:16][CH:15]=2)(=[O:13])=[O:12])=[CH:4][CH:3]=1.CCN(CC)CC.[CH3:40][S:41](Cl)(=[O:43])=[O:42]. The catalyst is C(Cl)Cl. The product is [F:1][C:2]1[CH:10]=[C:9]2[C:5]([C:6]([C:20]3[CH:21]=[CH:22][C:23]([N:26]4[CH2:27][CH2:28][CH:29]([NH:32][S:41]([CH3:40])(=[O:43])=[O:42])[CH2:30][CH2:31]4)=[N:24][CH:25]=3)=[CH:7][N:8]2[S:11]([C:14]2[CH:15]=[CH:16][CH:17]=[CH:18][CH:19]=2)(=[O:13])=[O:12])=[CH:4][CH:3]=1. The yield is 1.00.